This data is from Forward reaction prediction with 1.9M reactions from USPTO patents (1976-2016). The task is: Predict the product of the given reaction. (1) Given the reactants [Cl:1][C:2]1[N:3]=[CH:4][NH:5][C:6]=1[C:7]([NH:9][CH2:10][C:11]1[CH:16]=[CH:15][C:14]([Cl:17])=[C:13]([O:18][C:19]2[CH:24]=[C:23](/[CH:25]=[CH:26]/[C:27]#[N:28])[CH:22]=[C:21]([Cl:29])[CH:20]=2)[C:12]=1[F:30])=[O:8].C1(SC2C=CC=CC=2)C=CC=CC=1, predict the reaction product. The product is: [Cl:1][C:2]1[N:3]=[CH:4][NH:5][C:6]=1[C:7]([NH:9][CH2:10][C:11]1[CH:16]=[CH:15][C:14]([Cl:17])=[C:13]([O:18][C:19]2[CH:24]=[C:23]([CH2:25][CH2:26][C:27]#[N:28])[CH:22]=[C:21]([Cl:29])[CH:20]=2)[C:12]=1[F:30])=[O:8]. (2) Given the reactants C(OC([N:8]1[CH2:17][CH2:16][C:15]2[C:10](=[CH:11][C:12]([CH:18]([C:26]#[N:27])[CH2:19][C:20]3[CH:25]=[CH:24][CH:23]=[CH:22][CH:21]=3)=[CH:13][CH:14]=2)[CH2:9]1)=O)(C)(C)C.C([O-])(O)=O.[Na+], predict the reaction product. The product is: [C:20]1([CH2:19][CH:18]([C:12]2[CH:11]=[C:10]3[C:15]([CH2:16][CH2:17][NH:8][CH2:9]3)=[CH:14][CH:13]=2)[C:26]#[N:27])[CH:25]=[CH:24][CH:23]=[CH:22][CH:21]=1. (3) Given the reactants [CH3:1][O:2][C:3]1[C:7]2[C:8](=[O:25])[N:9]([CH2:16][C:17](=[O:24])[C:18]3[CH:23]=[CH:22][CH:21]=[CH:20][CH:19]=3)[C:10]3[CH:11]=[CH:12][CH:13]=[CH:14][C:15]=3[C:6]=2[N:5]([CH3:26])[C:4]=1[C:27]([NH:29][CH:30]1[CH2:35][CH2:34][NH:33][CH2:32][CH2:31]1)=[O:28].C1COCC1.[CH2:41]([N:43]=[C:44]=[O:45])[CH3:42], predict the reaction product. The product is: [CH2:41]([NH:43][C:44]([N:33]1[CH2:32][CH2:31][CH:30]([NH:29][C:27]([C:4]2[N:5]([CH3:26])[C:6]3[C:15]4[CH:14]=[CH:13][CH:12]=[CH:11][C:10]=4[N:9]([CH2:16][C:17](=[O:24])[C:18]4[CH:23]=[CH:22][CH:21]=[CH:20][CH:19]=4)[C:8](=[O:25])[C:7]=3[C:3]=2[O:2][CH3:1])=[O:28])[CH2:35][CH2:34]1)=[O:45])[CH3:42]. (4) The product is: [CH2:22]([N:1]1[CH:6]=[CH:5][C:4]([CH2:9][C:16]([OH:18])=[O:17])=[CH:3][C:2]1=[O:7])[CH2:21][CH2:20][CH3:24]. Given the reactants [NH:1]1[CH:6]=[CH:5][CH:4]=[CH:3][C:2]1=[O:7].[Li+].[CH3:9]C([N-]C(C)C)C.[C:16](=[O:18])=[O:17].Cl.[CH2:20]1[CH2:24]O[CH2:22][CH2:21]1, predict the reaction product. (5) Given the reactants [CH2:1]([N:8]1[CH2:13][CH2:12][CH2:11][C:10]([C:15]2[CH:20]=[CH:19][CH:18]=[C:17]([O:21]C3CCCCO3)[CH:16]=2)([OH:14])[CH2:9]1)[C:2]1[CH:7]=[CH:6][CH:5]=[CH:4][CH:3]=1.Cl, predict the reaction product. The product is: [CH2:1]([N:8]1[CH2:13][CH2:12][CH2:11][C:10]([C:15]2[CH:20]=[CH:19][CH:18]=[C:17]([OH:21])[CH:16]=2)([OH:14])[CH2:9]1)[C:2]1[CH:3]=[CH:4][CH:5]=[CH:6][CH:7]=1.